This data is from Full USPTO retrosynthesis dataset with 1.9M reactions from patents (1976-2016). The task is: Predict the reactants needed to synthesize the given product. (1) Given the product [ClH:11].[Br:1][C:2]1[C:3]([CH2:8][NH2:9])=[N:4][CH:5]=[CH:6][CH:7]=1, predict the reactants needed to synthesize it. The reactants are: [Br:1][C:2]1[C:3]([C:8]#[N:9])=[N:4][CH:5]=[CH:6][CH:7]=1.B.[ClH:11]. (2) Given the product [I:17][C:16]1[N:15]=[C:14]([CH:18]2[CH2:21][CH:20]([N:22]3[CH2:27][CH2:26][N:25]([CH3:28])[CH2:24][CH2:23]3)[CH2:19]2)[N:10]2[CH:11]=[CH:12][N:13]=[C:8]([NH2:1])[C:9]=12, predict the reactants needed to synthesize it. The reactants are: [NH3:1].C1COCC1.Cl[C:8]1[C:9]2[N:10]([C:14]([CH:18]3[CH2:21][CH:20]([N:22]4[CH2:27][CH2:26][N:25]([CH3:28])[CH2:24][CH2:23]4)[CH2:19]3)=[N:15][C:16]=2[I:17])[CH:11]=[CH:12][N:13]=1. (3) The reactants are: Br[C:2]1[CH:7]=[CH:6][C:5]([CH:8]([OH:13])[C:9]([NH:11][CH3:12])=[O:10])=[C:4]([F:14])[CH:3]=1.CC1(C)C(C)(C)OB([C:23]2[CH:24]=[N:25][C:26]([NH2:29])=[N:27][CH:28]=2)O1.C(=O)([O-])[O-].[K+].[K+]. Given the product [NH2:29][C:26]1[N:27]=[CH:28][C:23]([C:2]2[CH:7]=[CH:6][C:5]([CH:8]([OH:13])[C:9]([NH:11][CH3:12])=[O:10])=[C:4]([F:14])[CH:3]=2)=[CH:24][N:25]=1, predict the reactants needed to synthesize it. (4) Given the product [CH3:44][C:32]1[N:31]([CH2:30][C:27]2[CH:28]=[CH:29][C:24]([C:19]3[C:18]([C:16]([OH:17])=[O:15])=[CH:23][CH:22]=[CH:21][CH:20]=3)=[CH:25][CH:26]=2)[C:39]2[C:34]([C:33]=1[CH3:43])=[CH:35][C:36]([C:40](=[O:41])[NH:10][C@H:3]([C:4]1[CH:9]=[CH:8][CH:7]=[CH:6][CH:5]=1)[CH2:1][CH3:2])=[CH:37][CH:38]=2, predict the reactants needed to synthesize it. The reactants are: [CH2:1]([C@H:3]([NH2:10])[C:4]1[CH:9]=[CH:8][CH:7]=[CH:6][CH:5]=1)[CH3:2].C([O:15][C:16]([C:18]1[CH:23]=[CH:22][CH:21]=[CH:20][C:19]=1[C:24]1[CH:29]=[CH:28][C:27]([CH2:30][N:31]2[C:39]3[C:34](=[CH:35][C:36]([C:40](O)=[O:41])=[CH:37][CH:38]=3)[C:33]([CH3:43])=[C:32]2[CH3:44])=[CH:26][CH:25]=1)=[O:17])(C)(C)C. (5) Given the product [CH2:12]([O:11][C@H:9]1[CH2:8][NH:7][C@H:6]([CH2:5][CH2:4][CH2:3][CH:2]([CH3:26])[CH3:1])[CH2:10]1)[CH:13]([CH3:15])[CH3:14], predict the reactants needed to synthesize it. The reactants are: [CH3:1][CH:2]([CH3:26])[CH2:3][CH:4]=[CH:5][C@@H:6]1[CH2:10][C@@H:9]([O:11][CH2:12][C:13]([CH3:15])=[CH2:14])[CH2:8][N:7]1C(OCC1C=CC=CC=1)=O.[H][H]. (6) Given the product [F:24][C:21]1[CH:20]=[CH:19][C:18]([CH2:17][N:11]2[C:8]3=[CH:9][N:10]=[C:5]([C:3]([O:2][CH3:1])=[O:4])[CH:6]=[C:7]3[C:13]([NH2:14])=[CH:12]2)=[CH:23][CH:22]=1, predict the reactants needed to synthesize it. The reactants are: [CH3:1][O:2][C:3]([C:5]1[CH:6]=[C:7]2[C:13]([N+:14]([O-])=O)=[CH:12][N:11]([CH2:17][C:18]3[CH:23]=[CH:22][C:21]([F:24])=[CH:20][CH:19]=3)[C:8]2=[CH:9][N:10]=1)=[O:4]. (7) Given the product [F:1][C:2]1[C:11]([CH:31]=[O:32])=[CH:10][C:9]([O:12][CH3:13])=[C:8]2[C:3]=1[CH2:4][CH2:5][CH2:6][O:7]2, predict the reactants needed to synthesize it. The reactants are: [F:1][C:2]1[CH:11]=[CH:10][C:9]([O:12][CH3:13])=[C:8]2[C:3]=1[CH2:4][CH2:5][CH2:6][O:7]2.CN(CCN(CCN(C)C)C)C.C([Li])CCC.[CH:31](N1CCOCC1)=[O:32].Cl. (8) The reactants are: P(Cl)(Cl)([Cl:3])=O.CN(C)[CH:8]=[O:9].C[C:12]1[CH:21]=[C:20](C)[CH:19]=[C:18]2[C:13]=1[CH2:14][CH2:15][CH2:16][C:17]2=O.O. Given the product [Cl:3][C:17]1[C:18]2[C:13](=[CH:12][CH:21]=[CH:20][CH:19]=2)[CH2:14][CH2:15][C:16]=1[CH:8]=[O:9], predict the reactants needed to synthesize it.